This data is from Peptide-MHC class I binding affinity with 185,985 pairs from IEDB/IMGT. The task is: Regression. Given a peptide amino acid sequence and an MHC pseudo amino acid sequence, predict their binding affinity value. This is MHC class I binding data. The peptide sequence is FMPKCSKVV. The MHC is Mamu-A11 with pseudo-sequence Mamu-A11. The binding affinity (normalized) is 0.